This data is from Full USPTO retrosynthesis dataset with 1.9M reactions from patents (1976-2016). The task is: Predict the reactants needed to synthesize the given product. Given the product [Cl:20][C:6]1[CH:5]=[N:4][CH:3]=[C:2]([Cl:1])[C:7]=1[S:8][C:9]1[S:13][C:12]([C:14]([NH:29][CH2:28][CH:25]2[CH2:26][CH2:27][N:23]([CH2:21][CH3:22])[CH2:24]2)=[O:16])=[CH:11][C:10]=1[N+:17]([O-:19])=[O:18], predict the reactants needed to synthesize it. The reactants are: [Cl:1][C:2]1[CH:3]=[N:4][CH:5]=[C:6]([Cl:20])[C:7]=1[S:8][C:9]1[S:13][C:12]([C:14]([OH:16])=O)=[CH:11][C:10]=1[N+:17]([O-:19])=[O:18].[CH2:21]([N:23]1[CH2:27][CH2:26][CH:25]([CH2:28][NH2:29])[CH2:24]1)[CH3:22].